This data is from Reaction yield outcomes from USPTO patents with 853,638 reactions. The task is: Predict the reaction yield, written as a fraction of the theoretical maximum amount of product (1.0 means a 100% yield; for example, 0.34 means a 34% yield). The reactants are [C:1]([C:3]1[N:11]=[CH:10][C:9]2[N:8](COCC[Si](C)(C)C)[C:7]3[N:20]=[CH:21][CH:22]=[C:23]([NH:24][CH:25]4[CH2:30][CH2:29][N:28](C(OC(C)(C)C)=O)[CH2:27][CH2:26]4)[C:6]=3[C:5]=2[CH:4]=1)#[N:2].Br.[OH-].[Na+].Cl. The catalyst is O1CCOCC1. The product is [NH:28]1[CH2:27][CH2:26][CH:25]([NH:24][C:23]2[C:6]3[C:5]4[CH:4]=[C:3]([C:1]#[N:2])[N:11]=[CH:10][C:9]=4[NH:8][C:7]=3[N:20]=[CH:21][CH:22]=2)[CH2:30][CH2:29]1. The yield is 0.300.